Dataset: Reaction yield outcomes from USPTO patents with 853,638 reactions. Task: Predict the reaction yield, written as a fraction of the theoretical maximum amount of product (1.0 means a 100% yield; for example, 0.34 means a 34% yield). The reactants are [CH3:1][C:2]1[N:3]=[C:4]([CH2:20][CH2:21][C:22]([F:25])([F:24])[F:23])[N:5]([C:7]2[C:12]([NH2:13])=[CH:11][CH:10]=[C:9]([O:14][CH2:15][C:16]([F:19])([F:18])[F:17])[N:8]=2)[CH:6]=1.N[C:27](N)=[O:28].C(O)(=O)C. The catalyst is O. The product is [CH3:1][C:2]1[N:3]=[C:4]([CH2:20][CH2:21][C:22]([F:25])([F:24])[F:23])[N:5]2[C:7]3[C:12](=[CH:11][CH:10]=[C:9]([O:14][CH2:15][C:16]([F:18])([F:17])[F:19])[N:8]=3)[NH:13][C:27](=[O:28])[C:6]=12. The yield is 0.700.